This data is from NCI-60 drug combinations with 297,098 pairs across 59 cell lines. The task is: Regression. Given two drug SMILES strings and cell line genomic features, predict the synergy score measuring deviation from expected non-interaction effect. (1) Drug 1: CCCCC(=O)OCC(=O)C1(CC(C2=C(C1)C(=C3C(=C2O)C(=O)C4=C(C3=O)C=CC=C4OC)O)OC5CC(C(C(O5)C)O)NC(=O)C(F)(F)F)O. Drug 2: C1C(C(OC1N2C=NC3=C2NC=NCC3O)CO)O. Cell line: MOLT-4. Synergy scores: CSS=78.3, Synergy_ZIP=1.11, Synergy_Bliss=1.53, Synergy_Loewe=-9.98, Synergy_HSA=1.75. (2) Drug 1: C1CN1C2=NC(=NC(=N2)N3CC3)N4CC4. Synergy scores: CSS=28.3, Synergy_ZIP=-0.189, Synergy_Bliss=-0.114, Synergy_Loewe=-24.9, Synergy_HSA=-1.95. Cell line: OVCAR-8. Drug 2: C(=O)(N)NO. (3) Drug 1: CC(C1=C(C=CC(=C1Cl)F)Cl)OC2=C(N=CC(=C2)C3=CN(N=C3)C4CCNCC4)N. Drug 2: CC(CN1CC(=O)NC(=O)C1)N2CC(=O)NC(=O)C2. Cell line: SK-OV-3. Synergy scores: CSS=1.67, Synergy_ZIP=-3.40, Synergy_Bliss=-5.72, Synergy_Loewe=-6.59, Synergy_HSA=-5.32. (4) Drug 1: C1=CC(=CC=C1CCC2=CNC3=C2C(=O)NC(=N3)N)C(=O)NC(CCC(=O)O)C(=O)O. Drug 2: COCCOC1=C(C=C2C(=C1)C(=NC=N2)NC3=CC=CC(=C3)C#C)OCCOC.Cl. Cell line: OVCAR-4. Synergy scores: CSS=25.0, Synergy_ZIP=-2.44, Synergy_Bliss=-5.65, Synergy_Loewe=-8.67, Synergy_HSA=-4.83. (5) Drug 1: CC1=C(C=C(C=C1)NC2=NC=CC(=N2)N(C)C3=CC4=NN(C(=C4C=C3)C)C)S(=O)(=O)N.Cl. Drug 2: CC1=C(C(=CC=C1)Cl)NC(=O)C2=CN=C(S2)NC3=CC(=NC(=N3)C)N4CCN(CC4)CCO. Cell line: SNB-19. Synergy scores: CSS=2.28, Synergy_ZIP=0.690, Synergy_Bliss=4.80, Synergy_Loewe=-2.74, Synergy_HSA=3.24. (6) Drug 1: C1=CC(=CC=C1CCC2=CNC3=C2C(=O)NC(=N3)N)C(=O)NC(CCC(=O)O)C(=O)O. Drug 2: CC1C(C(CC(O1)OC2CC(CC3=C2C(=C4C(=C3O)C(=O)C5=C(C4=O)C(=CC=C5)OC)O)(C(=O)C)O)N)O.Cl. Cell line: OVCAR3. Synergy scores: CSS=20.5, Synergy_ZIP=-16.4, Synergy_Bliss=-16.1, Synergy_Loewe=-13.4, Synergy_HSA=-12.2. (7) Drug 1: CCCCCOC(=O)NC1=NC(=O)N(C=C1F)C2C(C(C(O2)C)O)O. Drug 2: CCC1=C2CN3C(=CC4=C(C3=O)COC(=O)C4(CC)O)C2=NC5=C1C=C(C=C5)O. Cell line: SR. Synergy scores: CSS=59.6, Synergy_ZIP=3.81, Synergy_Bliss=2.65, Synergy_Loewe=-37.8, Synergy_HSA=0.436. (8) Drug 2: C(CCl)NC(=O)N(CCCl)N=O. Cell line: A549. Drug 1: COC1=CC(=CC(=C1O)OC)C2C3C(COC3=O)C(C4=CC5=C(C=C24)OCO5)OC6C(C(C7C(O6)COC(O7)C8=CC=CS8)O)O. Synergy scores: CSS=38.8, Synergy_ZIP=3.09, Synergy_Bliss=4.56, Synergy_Loewe=-29.0, Synergy_HSA=2.36. (9) Drug 1: C1CC(C1)(C(=O)O)C(=O)O.[NH2-].[NH2-].[Pt+2]. Drug 2: CC1=C(C(=O)C2=C(C1=O)N3CC4C(C3(C2COC(=O)N)OC)N4)N. Cell line: BT-549. Synergy scores: CSS=21.9, Synergy_ZIP=-6.80, Synergy_Bliss=-3.99, Synergy_Loewe=-12.5, Synergy_HSA=-1.06. (10) Drug 1: CC1=C2C(C(=O)C3(C(CC4C(C3C(C(C2(C)C)(CC1OC(=O)C(C(C5=CC=CC=C5)NC(=O)C6=CC=CC=C6)O)O)OC(=O)C7=CC=CC=C7)(CO4)OC(=O)C)O)C)OC(=O)C. Drug 2: C(=O)(N)NO. Cell line: PC-3. Synergy scores: CSS=38.8, Synergy_ZIP=12.5, Synergy_Bliss=14.7, Synergy_Loewe=10.8, Synergy_HSA=16.3.